From a dataset of Full USPTO retrosynthesis dataset with 1.9M reactions from patents (1976-2016). Predict the reactants needed to synthesize the given product. (1) The reactants are: C(OC([N:8]1[CH2:13][CH2:12][N:11]([C:14]([C@@H:16]2[CH2:21][CH2:20][CH2:19][N:18]([CH:22]3[CH2:27][CH2:26][N:25]([C:28]([C:30]4[CH:35]=[C:34]([C:36]5[CH:41]=[CH:40][CH:39]=[CH:38][CH:37]=5)[N:33]=[C:32]([C:42]5[CH:47]=[CH:46][CH:45]=[CH:44][CH:43]=5)[CH:31]=4)=[O:29])[CH2:24][CH2:23]3)[CH2:17]2)=[O:15])[CH2:10][CH2:9]1)=O)(C)(C)C.Cl. Given the product [C:42]1([C:32]2[CH:31]=[C:30]([C:28]([N:25]3[CH2:24][CH2:23][CH:22]([N:18]4[CH2:19][CH2:20][CH2:21][C@@H:16]([C:14]([N:11]5[CH2:12][CH2:13][NH:8][CH2:9][CH2:10]5)=[O:15])[CH2:17]4)[CH2:27][CH2:26]3)=[O:29])[CH:35]=[C:34]([C:36]3[CH:37]=[CH:38][CH:39]=[CH:40][CH:41]=3)[N:33]=2)[CH:47]=[CH:46][CH:45]=[CH:44][CH:43]=1, predict the reactants needed to synthesize it. (2) The reactants are: [C:1]([O:4][CH2:5][C:6]1[C:11](B2OC(C)(C)C(C)(C)O2)=[CH:10][CH:9]=[CH:8][C:7]=1[N:21]1[CH2:32][CH2:31][N:30]2[C:23](=[CH:24][C:25]3[CH2:26][C:27]([CH3:34])([CH3:33])[CH2:28][C:29]=32)[C:22]1=[O:35])(=[O:3])[CH3:2].Br[C:37]1[CH:38]=[C:39]([NH:45][C:46]2[CH:51]=[CH:50][C:49]([N:52]3[CH2:57][CH2:56][N:55]([CH:58]4[CH2:61][O:60][CH2:59]4)[CH2:54][CH2:53]3)=[CH:48][N:47]=2)[C:40](=[O:44])[N:41]([CH3:43])[CH:42]=1.CC([O-])=O.[Na+]. Given the product [C:1]([O:4][CH2:5][C:6]1[C:11]([C:37]2[CH:38]=[C:39]([NH:45][C:46]3[CH:51]=[CH:50][C:49]([N:52]4[CH2:57][CH2:56][N:55]([CH:58]5[CH2:59][O:60][CH2:61]5)[CH2:54][CH2:53]4)=[CH:48][N:47]=3)[C:40](=[O:44])[N:41]([CH3:43])[CH:42]=2)=[CH:10][CH:9]=[CH:8][C:7]=1[N:21]1[CH2:32][CH2:31][N:30]2[C:23](=[CH:24][C:25]3[CH2:26][C:27]([CH3:33])([CH3:34])[CH2:28][C:29]=32)[C:22]1=[O:35])(=[O:3])[CH3:2], predict the reactants needed to synthesize it. (3) Given the product [CH2:14]([N:21]1[CH2:26][CH2:25][C:24](=[N:3][NH:2][C:1]([O:5][C:6]([CH3:9])([CH3:8])[CH3:7])=[O:4])[CH2:23][CH2:22]1)[C:15]1[CH:20]=[CH:19][CH:18]=[CH:17][CH:16]=1, predict the reactants needed to synthesize it. The reactants are: [C:1]([O:5][C:6]([CH3:9])([CH3:8])[CH3:7])(=[O:4])[NH:2][NH2:3].C(O)(=O)C.[CH2:14]([N:21]1[CH2:26][CH2:25][C:24](=O)[CH2:23][CH2:22]1)[C:15]1[CH:20]=[CH:19][CH:18]=[CH:17][CH:16]=1.C(=O)(O)[O-].[Na+]. (4) The reactants are: [Cl:1][C:2]1[CH:7]=[CH:6][C:5]([C@H:8]2[C@@H:12]([C:13]3[CH:18]=[CH:17][C:16]([Cl:19])=[CH:15][CH:14]=3)[N:11]([C:20](Cl)=[O:21])[C:10]([C:23]3[S:24][CH:25]=[CH:26][C:27]=3[O:28][CH2:29][CH3:30])=[N:9]2)=[CH:4][CH:3]=1.[CH2:31]([S:33]([N:36]1[CH2:41][CH2:40][NH:39][CH2:38][CH2:37]1)(=[O:35])=[O:34])[CH3:32]. Given the product [Cl:1][C:2]1[CH:7]=[CH:6][C:5]([C@H:8]2[C@@H:12]([C:13]3[CH:14]=[CH:15][C:16]([Cl:19])=[CH:17][CH:18]=3)[N:11]([C:20]([N:39]3[CH2:38][CH2:37][N:36]([S:33]([CH2:31][CH3:32])(=[O:34])=[O:35])[CH2:41][CH2:40]3)=[O:21])[C:10]([C:23]3[S:24][CH:25]=[CH:26][C:27]=3[O:28][CH2:29][CH3:30])=[N:9]2)=[CH:4][CH:3]=1, predict the reactants needed to synthesize it. (5) Given the product [CH2:22]([C:14]([C:5]1[CH:4]=[C:3]([OH:2])[C:8]([CH:9]([CH3:10])[CH3:11])=[C:7]([OH:12])[CH:6]=1)=[CH:15][C:16]1[CH:21]=[CH:20][CH:19]=[CH:18][CH:17]=1)[C:23]1[CH:28]=[CH:27][CH:26]=[CH:25][CH:24]=1, predict the reactants needed to synthesize it. The reactants are: C[O:2][C:3]1[CH:4]=[C:5]([C:14](O)([CH2:22][C:23]2[CH:28]=[CH:27][CH:26]=[CH:25][CH:24]=2)[CH2:15][C:16]2[CH:21]=[CH:20][CH:19]=[CH:18][CH:17]=2)[CH:6]=[C:7]([O:12]C)[C:8]=1[CH:9]([CH3:11])[CH3:10].B(Br)(Br)Br.O.[OH-].[Na+].